From a dataset of Catalyst prediction with 721,799 reactions and 888 catalyst types from USPTO. Predict which catalyst facilitates the given reaction. (1) Reactant: [NH2:1][C:2]1[N:7]=[CH:6][N:5]=[C:4]2[N:8]([CH2:25][C@H:26]3[CH2:30][CH2:29][CH2:28][N:27]3[C:31](=[O:47])/[C:32](/[C:45]#[N:46])=[CH:33]/[C:34]([NH:37]C(=O)OC(C)(C)C)([CH3:36])[CH3:35])[N:9]=[C:10]([C:11]3[CH:16]=[CH:15][C:14]([O:17][C:18]4[CH:23]=[CH:22][CH:21]=[CH:20][CH:19]=4)=[CH:13][C:12]=3[F:24])[C:3]=12.[F:48][C:49]([F:54])([F:53])[C:50]([OH:52])=[O:51]. Product: [F:48][C:49]([F:54])([F:53])[C:50]([OH:52])=[O:51].[F:48][C:49]([F:54])([F:53])[C:50]([OH:52])=[O:51].[F:48][C:49]([F:54])([F:53])[C:50]([OH:52])=[O:51].[NH2:37][C:34]([CH3:36])([CH3:35])[CH:33]=[C:32]([C:31]([N:27]1[CH2:28][CH2:29][CH2:30][C@@H:26]1[CH2:25][N:8]1[C:4]2=[N:5][CH:6]=[N:7][C:2]([NH2:1])=[C:3]2[C:10]([C:11]2[CH:16]=[CH:15][C:14]([O:17][C:18]3[CH:23]=[CH:22][CH:21]=[CH:20][CH:19]=3)=[CH:13][C:12]=2[F:24])=[N:9]1)=[O:47])[C:45]#[N:46]. The catalyst class is: 2. (2) Reactant: [Cl:1][C:2]1[C:9]([N+:10]([O-:12])=[O:11])=[CH:8][C:5]([CH:6]=O)=[C:4](F)[CH:3]=1.[SH:14][CH2:15][C:16]([O:18][CH3:19])=[O:17].C([O-])([O-])=O.[K+].[K+]. Product: [Cl:1][C:2]1[C:9]([N+:10]([O-:12])=[O:11])=[CH:8][C:5]2[CH:6]=[C:15]([C:16]([O:18][CH3:19])=[O:17])[S:14][C:4]=2[CH:3]=1. The catalyst class is: 3. (3) Reactant: [Br:1][C:2]1[C:7](=[O:8])[N:6]([CH2:9][CH2:10][C:11](O)=[O:12])[N:5]=[CH:4][C:3]=1[NH:14][C@@H:15]1[CH2:20][C@@H:19]2[CH2:21][C@@H:17]([C:18]2([CH3:23])[CH3:22])[C@H:16]1[CH3:24].Cl.CN(C)CCCN=C=NCC.C(N(CC)CC)C.[C:44]1([CH:50]([NH2:52])[CH3:51])[CH:49]=[CH:48][CH:47]=[CH:46][CH:45]=1. Product: [Br:1][C:2]1[C:7](=[O:8])[N:6]([CH2:9][CH2:10][C:11]([NH:52][CH:50]([C:44]2[CH:49]=[CH:48][CH:47]=[CH:46][CH:45]=2)[CH3:51])=[O:12])[N:5]=[CH:4][C:3]=1[NH:14][C@@H:15]1[CH2:20][C@@H:19]2[CH2:21][C@@H:17]([C:18]2([CH3:23])[CH3:22])[C@H:16]1[CH3:24]. The catalyst class is: 42. (4) Reactant: Cl[C:2]1[N:3]=[C:4]([N:11]2[CH2:16][CH2:15][O:14][CH2:13][C@@H:12]2[CH3:17])[C:5]2[CH2:10][S:9][CH2:8][C:6]=2[N:7]=1.[CH:18]1([NH:21][C:22]([NH:24][C:25]2[CH:30]=[CH:29][C:28](B3OC(C)(C)C(C)(C)O3)=[CH:27][CH:26]=2)=[O:23])[CH2:20][CH2:19]1.C([O-])([O-])=O.[Na+].[Na+]. Product: [CH:18]1([NH:21][C:22]([NH:24][C:25]2[CH:30]=[CH:29][C:28]([C:2]3[N:3]=[C:4]([N:11]4[CH2:16][CH2:15][O:14][CH2:13][C@@H:12]4[CH3:17])[C:5]4[CH2:10][S:9][CH2:8][C:6]=4[N:7]=3)=[CH:27][CH:26]=2)=[O:23])[CH2:20][CH2:19]1. The catalyst class is: 622. (5) Reactant: [CH2:1]([N:8]([CH2:16][C@@H:17]1[CH2:22][CH2:21][C@H:20]([CH2:23][OH:24])[CH2:19][CH2:18]1)[CH2:9][C:10]1[CH:15]=[CH:14][CH:13]=[CH:12][CH:11]=1)[C:2]1[CH:7]=[CH:6][CH:5]=[CH:4][CH:3]=1.C(N(CC)CC)C.[CH3:32][S:33](Cl)(=[O:35])=[O:34].C([O-])(O)=O.[Na+]. Product: [CH3:32][S:33]([O:24][CH2:23][C@H:20]1[CH2:21][CH2:22][C@@H:17]([CH2:16][N:8]([CH2:9][C:10]2[CH:11]=[CH:12][CH:13]=[CH:14][CH:15]=2)[CH2:1][C:2]2[CH:3]=[CH:4][CH:5]=[CH:6][CH:7]=2)[CH2:18][CH2:19]1)(=[O:35])=[O:34]. The catalyst class is: 4. (6) The catalyst class is: 34. Reactant: [CH3:1][C:2]1[CH:3]=[CH:4][C:5]([S:9]([CH2:12][CH2:13][CH3:14])(=[O:11])=[O:10])=[C:6]([CH:8]=1)[NH2:7].CN1CC[O:19][CH2:18][CH2:17]1.C(Cl)(=O)C. Product: [CH3:1][C:2]1[CH:3]=[CH:4][C:5]([S:9]([CH2:12][CH2:13][CH3:14])(=[O:11])=[O:10])=[C:6]([NH:7][C:18](=[O:19])[CH3:17])[CH:8]=1. (7) Reactant: [CH3:1][C:2]#[N:3].C([Li])CCC.Br[C:10]1[CH:15]=[CH:14][CH:13]=[C:12]([Br:16])[N:11]=1. Product: [Br:16][C:12]1[N:11]=[C:10]([CH2:1][C:2]#[N:3])[CH:15]=[CH:14][CH:13]=1. The catalyst class is: 1. (8) Product: [F:1][C:2]1[CH:7]=[C:6]([F:8])[CH:5]=[CH:4][C:3]=1[O:9][C:13]1[C:14]([C:23]#[N:24])=[N:15][CH:16]=[C:17]([C:19]([F:22])([F:20])[F:21])[CH:18]=1. Reactant: [F:1][C:2]1[CH:7]=[C:6]([F:8])[CH:5]=[CH:4][C:3]=1[OH:9].[H-].[Na+].Cl[C:13]1[C:14]([C:23]#[N:24])=[N:15][CH:16]=[C:17]([C:19]([F:22])([F:21])[F:20])[CH:18]=1.[Cl-].[NH4+]. The catalyst class is: 434.